Dataset: Reaction yield outcomes from USPTO patents with 853,638 reactions. Task: Predict the reaction yield, written as a fraction of the theoretical maximum amount of product (1.0 means a 100% yield; for example, 0.34 means a 34% yield). (1) The reactants are [CH3:1][C:2]1[CH:11]=[CH:10][CH:9]=[C:8]2[C:3]=1[C:4](=[O:46])[N:5]([C:32]1[CH:33]=[C:34](OS(C(F)(F)F)(=O)=O)[CH:35]=[CH:36][CH:37]=1)[C:6]([CH:12]([NH:14][C:15]1[N:23]=[CH:22][N:21]=[C:20]3[C:16]=1[N:17]=[CH:18][N:19]3[CH2:24][O:25][CH2:26][CH2:27][Si:28]([CH3:31])([CH3:30])[CH3:29])[CH3:13])=[N:7]2.C(N(CC)CC)C.[CH3:54][Si:55]([C:58]#[CH:59])([CH3:57])[CH3:56]. The catalyst is Cl[Pd](Cl)([P](C1C=CC=CC=1)(C1C=CC=CC=1)C1C=CC=CC=1)[P](C1C=CC=CC=1)(C1C=CC=CC=1)C1C=CC=CC=1.CN(C=O)C. The product is [CH3:1][C:2]1[CH:11]=[CH:10][CH:9]=[C:8]2[C:3]=1[C:4](=[O:46])[N:5]([C:32]1[CH:37]=[CH:36][CH:35]=[C:34]([C:59]#[C:58][Si:55]([CH3:57])([CH3:56])[CH3:54])[CH:33]=1)[C:6]([CH:12]([NH:14][C:15]1[N:23]=[CH:22][N:21]=[C:20]3[C:16]=1[N:17]=[CH:18][N:19]3[CH2:24][O:25][CH2:26][CH2:27][Si:28]([CH3:29])([CH3:31])[CH3:30])[CH3:13])=[N:7]2. The yield is 0.630. (2) The reactants are [N:1]12[CH2:8][CH2:7][CH:4]([CH2:5][CH2:6]1)[CH:3]([NH:9][C:10]([C:12]1[CH:13]=[C:14]([N:18]3[C:23]4[N:24]=[CH:25][C:26]([F:28])=[CH:27][C:22]=4[C:21](=[O:29])[N:20]([C@@H:30]4[CH2:35][CH2:34][C@H:33]([NH:36]C(=O)OC(C)(C)C)[CH2:32][CH2:31]4)[C:19]3=[O:44])[CH:15]=[CH:16][CH:17]=1)=[O:11])[CH2:2]2.Cl.O1CCOCC1.[F:52][C:53]1[CH:54]=[CH:55][C:56]2[N:57]([CH:59]=[C:60]([C:62]([OH:64])=O)[N:61]=2)[CH:58]=1.C(N(CC)C(C)C)(C)C. The catalyst is CN(C)C=O.O.C(OCC)(=O)C. The product is [N:1]12[CH2:8][CH2:7][CH:4]([CH2:5][CH2:6]1)[CH:3]([NH:9][C:10]([C:12]1[CH:13]=[C:14]([N:18]3[C:23]4[N:24]=[CH:25][C:26]([F:28])=[CH:27][C:22]=4[C:21](=[O:29])[N:20]([C@@H:30]4[CH2:35][CH2:34][C@H:33]([NH:36][C:62]([C:60]5[N:61]=[C:56]6[CH:55]=[CH:54][C:53]([F:52])=[CH:58][N:57]6[CH:59]=5)=[O:64])[CH2:32][CH2:31]4)[C:19]3=[O:44])[CH:15]=[CH:16][CH:17]=1)=[O:11])[CH2:2]2. The yield is 0.110. (3) The reactants are CCN=C=NCCCN(C)C.Cl.[Br:13][C:14]1[CH:22]=[C:18]([C:19]([OH:21])=O)[C:17]([OH:23])=[CH:16][CH:15]=1.[NH2:24][CH:25]1[CH2:33][C:32]2[C:27](=[CH:28][CH:29]=[C:30]([C:34]([N:36]3[CH2:41][CH2:40][O:39][CH2:38][CH2:37]3)=[O:35])[CH:31]=2)[CH2:26]1.C(N(CC)CC)C. The catalyst is ClCCl.C(OCC)(=O)C. The product is [Br:13][C:14]1[CH:15]=[CH:16][C:17]([OH:23])=[C:18]([CH:22]=1)[C:19]([NH:24][CH:25]1[CH2:33][C:32]2[C:27](=[CH:28][CH:29]=[C:30]([C:34]([N:36]3[CH2:37][CH2:38][O:39][CH2:40][CH2:41]3)=[O:35])[CH:31]=2)[CH2:26]1)=[O:21]. The yield is 0.119. (4) The reactants are [CH2:1]([C:3]([C:14]1[CH:19]=[CH:18][C:17]([O:20]S(C(F)(F)F)(=O)=O)=[C:16]([CH3:28])[CH:15]=1)([C:6]1[CH:11]=[CH:10][C:9](O)=[C:8]([CH3:13])[CH:7]=1)[CH2:4][CH3:5])[CH3:2].C(N(CC)CC)C.[CH3:36][O:37][C:38](=[O:41])[CH:39]=[CH2:40]. The catalyst is CN(C=O)C.C(Cl)Cl.C([O-])(=O)C.[Pd+2].C([O-])(=O)C.C1C=CC(P(C2C=CC=CC=2)CCCP(C2C=CC=CC=2)C2C=CC=CC=2)=CC=1. The product is [CH3:36][O:37][C:38](=[O:41])/[CH:39]=[CH:40]/[C:9]1[CH:10]=[CH:11][C:6]([C:3]([CH2:4][CH3:5])([C:14]2[CH:19]=[CH:18][C:17]([OH:20])=[C:16]([CH3:28])[CH:15]=2)[CH2:1][CH3:2])=[CH:7][C:8]=1[CH3:13]. The yield is 0.900. (5) The reactants are [CH:1]1([C:6]([C:8]2[CH:13]=[C:12]([CH3:14])[CH:11]=[CH:10][C:9]=2[NH:15][C:16]([NH:18][C:19]2[S:20][CH:21]=[C:22]([CH2:24][CH:25]=O)[N:23]=2)=[O:17])=[O:7])[CH2:5][CH2:4][CH2:3][CH2:2]1.[NH:27]1[CH2:32][CH2:31][O:30][CH2:29][CH2:28]1. No catalyst specified. The product is [CH:1]1([C:6]([C:8]2[CH:13]=[C:12]([CH3:14])[CH:11]=[CH:10][C:9]=2[NH:15][C:16]([NH:18][C:19]2[S:20][CH:21]=[C:22]([CH2:24][CH2:25][N:27]3[CH2:32][CH2:31][O:30][CH2:29][CH2:28]3)[N:23]=2)=[O:17])=[O:7])[CH2:5][CH2:4][CH2:3][CH2:2]1. The yield is 0.310.